This data is from Peptide-MHC class I binding affinity with 185,985 pairs from IEDB/IMGT. The task is: Regression. Given a peptide amino acid sequence and an MHC pseudo amino acid sequence, predict their binding affinity value. This is MHC class I binding data. (1) The MHC is HLA-B51:01 with pseudo-sequence HLA-B51:01. The peptide sequence is RAIEAQQHL. The binding affinity (normalized) is 0. (2) The peptide sequence is NLTEEMAAL. The MHC is HLA-B27:03 with pseudo-sequence HLA-B27:03. The binding affinity (normalized) is 0.0847. (3) The peptide sequence is MMCPFLFLM. The MHC is HLA-A02:01 with pseudo-sequence HLA-A02:01. The binding affinity (normalized) is 0.840. (4) The peptide sequence is AMDTHLYFE. The MHC is HLA-B27:03 with pseudo-sequence HLA-B27:03. The binding affinity (normalized) is 0.0847. (5) The peptide sequence is QTSVNTVVR. The MHC is HLA-A11:01 with pseudo-sequence HLA-A11:01. The binding affinity (normalized) is 0.369.